This data is from Full USPTO retrosynthesis dataset with 1.9M reactions from patents (1976-2016). The task is: Predict the reactants needed to synthesize the given product. (1) The reactants are: [Cl:1][C:2]1[CH:9]=[C:8]([N:10]2[C:14]([CH3:15])=[C:13]([OH:16])[C:12]([CH3:17])=[N:11]2)[CH:7]=[CH:6][C:3]=1[C:4]#[N:5].Br[CH2:19][C:20]1[CH:27]=[CH:26][C:23]([C:24]#[N:25])=[CH:22][CH:21]=1.C(=O)([O-])[O-].[K+].[K+].[Cl-].[NH4+]. Given the product [Cl:1][C:2]1[CH:9]=[C:8]([N:10]2[C:14]([CH3:15])=[C:13]([O:16][CH2:19][C:20]3[CH:27]=[CH:26][C:23]([C:24]#[N:25])=[CH:22][CH:21]=3)[C:12]([CH3:17])=[N:11]2)[CH:7]=[CH:6][C:3]=1[C:4]#[N:5], predict the reactants needed to synthesize it. (2) Given the product [F:19][CH:2]([F:1])[CH2:3][CH2:4][NH:5][C:6]1[N:14]=[CH:13][C:12]([C:15]([F:18])([F:17])[F:16])=[CH:11][C:7]=1[C:8]([NH:25][C:21]([CH3:22])([C:23]#[CH:24])[CH3:20])=[O:10], predict the reactants needed to synthesize it. The reactants are: [F:1][CH:2]([F:19])[CH2:3][CH2:4][NH:5][C:6]1[N:14]=[CH:13][C:12]([C:15]([F:18])([F:17])[F:16])=[CH:11][C:7]=1[C:8]([OH:10])=O.[CH3:20][C:21]([NH2:25])([C:23]#[CH:24])[CH3:22].C1C=CC2N(O)N=NC=2C=1.CCN=C=NCCCN(C)C.CCN(C(C)C)C(C)C. (3) Given the product [C:4]([C:11]1[CH:12]=[CH:13][C:14]([NH:17][C:18](=[O:24])[O:19][C:20]([CH3:23])([CH3:22])[CH3:21])=[N:15][CH:16]=1)([CH3:7])([CH3:6])[CH3:5], predict the reactants needed to synthesize it. The reactants are: C([Cu])#N.[C:4]([Mg]Cl)([CH3:7])([CH3:6])[CH3:5].Br[C:11]1[CH:12]=[CH:13][C:14]([NH:17][C:18](=[O:24])[O:19][C:20]([CH3:23])([CH3:22])[CH3:21])=[N:15][CH:16]=1. (4) Given the product [N:13]1[CH:12]=[CH:11][C:10]([NH:9][C:8]([N:31]2[CH2:32][CH2:33][N:28]([CH2:27][C:25]3[CH:24]=[CH:23][C:21]4[O:22][C:18]([F:34])([F:17])[O:19][C:20]=4[CH:26]=3)[CH2:29][CH2:30]2)=[O:16])=[CH:15][CH:14]=1, predict the reactants needed to synthesize it. The reactants are: C1(O[C:8](=[O:16])[NH:9][C:10]2[CH:15]=[CH:14][N:13]=[CH:12][CH:11]=2)C=CC=CC=1.[F:17][C:18]1([F:34])[O:22][C:21]2[CH:23]=[CH:24][C:25]([CH2:27][N:28]3[CH2:33][CH2:32][NH:31][CH2:30][CH2:29]3)=[CH:26][C:20]=2[O:19]1. (5) Given the product [CH2:5]([O:4][C:2](=[O:3])[NH:40][CH2:39][C:36]1[CH:37]=[CH:38][C:33]([C:32]([NH:31][C:20]2[C:19]([NH:18][C:17]([O:16][C:12]([CH3:15])([CH3:14])[CH3:13])=[O:42])=[CH:24][CH:23]=[C:22]([C:25]3[CH:26]=[CH:27][CH:28]=[CH:29][CH:30]=3)[N:21]=2)=[O:41])=[CH:34][CH:35]=1)[C:6]1[CH:11]=[CH:10][CH:9]=[CH:8][CH:7]=1, predict the reactants needed to synthesize it. The reactants are: Cl[C:2]([O:4][CH2:5][C:6]1[CH:11]=[CH:10][CH:9]=[CH:8][CH:7]=1)=[O:3].[C:12]([O:16][C:17](=[O:42])[NH:18][C:19]1[C:20]([NH:31][C:32](=[O:41])[C:33]2[CH:38]=[CH:37][C:36]([CH2:39][NH2:40])=[CH:35][CH:34]=2)=[N:21][C:22]([C:25]2[CH:30]=[CH:29][CH:28]=[CH:27][CH:26]=2)=[CH:23][CH:24]=1)([CH3:15])([CH3:14])[CH3:13].CCN(C(C)C)C(C)C.O. (6) Given the product [CH:22]1([NH:27][C:2]2[CH:12]=[CH:11][C:5]([C:6]([O:8][CH2:9][CH3:10])=[O:7])=[CH:4][C:3]=2[N+:13]([O-:15])=[O:14])[CH2:26][CH2:25][CH2:24][CH2:23]1, predict the reactants needed to synthesize it. The reactants are: Cl[C:2]1[CH:12]=[CH:11][C:5]([C:6]([O:8][CH2:9][CH3:10])=[O:7])=[CH:4][C:3]=1[N+:13]([O-:15])=[O:14].C([O-])([O-])=O.[K+].[K+].[CH:22]1([NH2:27])[CH2:26][CH2:25][CH2:24][CH2:23]1. (7) Given the product [CH3:24][N:25]([CH3:33])[C:26]1[CH:27]=[C:28]([NH:29][C:9](=[O:10])[C:8]([C:3]2[NH:4][C:5]([CH3:7])=[CH:6][C:2]=2[CH3:1])=[C:12]2[C:20]3[C:15](=[CH:16][CH:17]=[CH:18][CH:19]=3)[NH:14][C:13]2=[O:21])[CH:30]=[CH:31][CH:32]=1, predict the reactants needed to synthesize it. The reactants are: [CH3:1][C:2]1[CH:6]=[C:5]([CH3:7])[NH:4][C:3]=1[C:8](=[C:12]1[C:20]2[C:15](=[CH:16][CH:17]=[CH:18][CH:19]=2)[NH:14][C:13]1=[O:21])[C:9](O)=[O:10].Cl.Cl.[CH3:24][N:25]([CH3:33])[C:26]1[CH:27]=[C:28]([CH:30]=[CH:31][CH:32]=1)[NH2:29]. (8) Given the product [CH3:1][O:2][C:3]([C:5]1[O:6][C:7]2[CH:13]=[C:12]([CH2:15][CH2:16][CH2:17][CH3:18])[CH:11]=[CH:10][C:8]=2[CH:9]=1)=[O:4], predict the reactants needed to synthesize it. The reactants are: [CH3:1][O:2][C:3]([C:5]1[O:6][C:7]2[CH:13]=[C:12](Br)[CH:11]=[CH:10][C:8]=2[CH:9]=1)=[O:4].[CH2:15]([B-](F)(F)F)[CH2:16][CH2:17][CH3:18].[K+]. (9) Given the product [N:1]1[CH:6]=[CH:5][CH:4]=[CH:3][C:2]=1[C:7]([NH:9][C:10]1[C:11]([C:21]([NH:25][CH2:26][CH2:27][CH2:28][C:29]([O:31][CH2:32][CH3:33])=[O:30])=[O:23])=[N:12][N:13]([CH:15]2[CH2:20][CH2:19][CH2:18][CH2:17][O:16]2)[CH:14]=1)=[O:8], predict the reactants needed to synthesize it. The reactants are: [N:1]1[CH:6]=[CH:5][CH:4]=[CH:3][C:2]=1[C:7]([NH:9][C:10]1[C:11]([C:21]([OH:23])=O)=[N:12][N:13]([CH:15]2[CH2:20][CH2:19][CH2:18][CH2:17][O:16]2)[CH:14]=1)=[O:8].Cl.[NH2:25][CH2:26][CH2:27][CH2:28][C:29]([O:31][CH2:32][CH3:33])=[O:30].CCN=C=NCCCN(C)C.C1C=CC2N(O)N=NC=2C=1.C(=O)([O-])O.[Na+]. (10) Given the product [CH2:1]([N:3]1[CH2:16][CH2:15][C:6]2[N:7]([CH2:23][CH:22]([C:21]3[CH:25]=[CH:26][C:18]([CH3:17])=[CH:19][CH:20]=3)[OH:24])[C:8]3[CH:9]=[CH:10][C:11]([CH3:14])=[CH:12][C:13]=3[C:5]=2[CH2:4]1)[CH3:2], predict the reactants needed to synthesize it. The reactants are: [CH2:1]([N:3]1[CH2:16][CH2:15][C:6]2[NH:7][C:8]3[CH:9]=[CH:10][C:11]([CH3:14])=[CH:12][C:13]=3[C:5]=2[CH2:4]1)[CH3:2].[CH3:17][C:18]1[CH:26]=[CH:25][C:21]([CH:22]2[O:24][CH2:23]2)=[CH:20][CH:19]=1.[H-].[Na+].C(O)(C(F)(F)F)=O.